From a dataset of Full USPTO retrosynthesis dataset with 1.9M reactions from patents (1976-2016). Predict the reactants needed to synthesize the given product. Given the product [C:19]12([C:29]([NH:32][C:15]([C:4]3[C:3]4[C:7](=[CH:8][CH:9]=[CH:10][C:2]=4[Cl:1])[N:6]([CH:11]4[CH2:12][O:13][CH2:14]4)[CH:5]=3)=[O:17])([CH3:30])[CH3:31])[CH2:26][CH:25]3[CH2:24][CH:23]([CH2:22][CH:21]([CH2:27]3)[CH2:20]1)[CH2:28]2, predict the reactants needed to synthesize it. The reactants are: [Cl:1][C:2]1[CH:10]=[CH:9][CH:8]=[C:7]2[C:3]=1[C:4]([C:15]([OH:17])=O)=[CH:5][N:6]2[CH:11]1[CH2:14][O:13][CH2:12]1.Cl.[C:19]12([C:29]([NH2:32])([CH3:31])[CH3:30])[CH2:28][CH:23]3[CH2:24][CH:25]([CH2:27][CH:21]([CH2:22]3)[CH2:20]1)[CH2:26]2.